Dataset: NCI-60 drug combinations with 297,098 pairs across 59 cell lines. Task: Regression. Given two drug SMILES strings and cell line genomic features, predict the synergy score measuring deviation from expected non-interaction effect. (1) Synergy scores: CSS=29.6, Synergy_ZIP=-1.15, Synergy_Bliss=-0.353, Synergy_Loewe=-2.84, Synergy_HSA=1.35. Drug 1: C1=NC2=C(N1)C(=S)N=C(N2)N. Cell line: UACC62. Drug 2: CCN(CC)CCCC(C)NC1=C2C=C(C=CC2=NC3=C1C=CC(=C3)Cl)OC. (2) Drug 1: CN1C(=O)N2C=NC(=C2N=N1)C(=O)N. Drug 2: N.N.Cl[Pt+2]Cl. Cell line: MALME-3M. Synergy scores: CSS=51.1, Synergy_ZIP=-4.21, Synergy_Bliss=-3.28, Synergy_Loewe=-11.9, Synergy_HSA=-0.663. (3) Drug 1: CC1C(C(CC(O1)OC2CC(CC3=C2C(=C4C(=C3O)C(=O)C5=C(C4=O)C(=CC=C5)OC)O)(C(=O)C)O)N)O.Cl. Drug 2: C1=CC=C(C(=C1)C(C2=CC=C(C=C2)Cl)C(Cl)Cl)Cl. Cell line: SF-539. Synergy scores: CSS=6.57, Synergy_ZIP=1.24, Synergy_Bliss=-0.138, Synergy_Loewe=-34.3, Synergy_HSA=0.0786. (4) Drug 1: CC1=C(C(CCC1)(C)C)C=CC(=CC=CC(=CC(=O)O)C)C. Drug 2: COCCOC1=C(C=C2C(=C1)C(=NC=N2)NC3=CC=CC(=C3)C#C)OCCOC.Cl. Cell line: NCIH23. Synergy scores: CSS=9.46, Synergy_ZIP=-2.45, Synergy_Bliss=0.661, Synergy_Loewe=1.54, Synergy_HSA=1.18.